This data is from Full USPTO retrosynthesis dataset with 1.9M reactions from patents (1976-2016). The task is: Predict the reactants needed to synthesize the given product. (1) Given the product [CH2:45]([O:46][C:24]([C:6]1[N:7]([CH2:12][C:13]2[CH:18]=[CH:17][CH:16]=[C:15]([O:19][CH2:20][CH:21]3[CH2:22][CH2:23]3)[CH:14]=2)[C:8]2[C:4]([C:5]=1[C:26]1[S:27][C:28]3[CH:34]=[CH:33][CH:32]=[CH:31][C:29]=3[N:30]=1)=[CH:3][CH:11]=[CH:10][CH:9]=2)=[O:25])[CH3:44], predict the reactants needed to synthesize it. The reactants are: C([C:3]1[CH:11]=[CH:10][CH:9]=[C:8]2[C:4]=1[C:5]([C:26]1[S:27][C:28]3[CH:34]=[CH:33][CH:32]=[CH:31][C:29]=3[N:30]=1)=[C:6]([CH:24]=[O:25])[N:7]2[CH2:12][C:13]1[CH:18]=[CH:17][CH:16]=[C:15]([O:19][CH2:20][CH:21]2[CH2:23][CH2:22]2)[CH:14]=1)C.NC1C=CC=CC=1S.Cl.[CH3:44][CH2:45][OH:46]. (2) Given the product [CH3:22][O:21][C:6]1[CH:5]=[CH:4][CH:3]=[C:11]2[C:7]=1[CH:8]=[C:9]([CH3:12])[NH:10]2, predict the reactants needed to synthesize it. The reactants are: CO[C:3]1[CH:4]=[CH:5][CH:6]=[C:7]2[C:11]=1[NH:10][C:9]([C:12](O)=O)=[CH:8]2.[H-].[Al+3].[Li+].[H-].[H-].[H-].[O:21]1CCC[CH2:22]1. (3) The reactants are: [Br:1][CH2:2][C:3](Br)=[O:4].[N:6]1[CH:11]=[CH:10][CH:9]=[CH:8][C:7]=1[N:12]1[CH2:17][CH2:16][NH:15][CH2:14][CH2:13]1.C(N(CC)CC)C.O. Given the product [Br:1][CH2:2][C:3]([N:15]1[CH2:16][CH2:17][N:12]([C:7]2[CH:8]=[CH:9][CH:10]=[CH:11][N:6]=2)[CH2:13][CH2:14]1)=[O:4], predict the reactants needed to synthesize it. (4) The reactants are: [F:1][C:2]([F:22])([F:21])[C:3]1[CH:20]=[CH:19][C:6]([CH2:7][NH:8][CH2:9][C:10]2[CH:11]=[C:12]([O:17][CH3:18])[CH:13]=[CH:14][C:15]=2[Br:16])=[CH:5][CH:4]=1.[C:23](O[C:23]([O:25][C:26]([CH3:29])([CH3:28])[CH3:27])=[O:24])([O:25][C:26]([CH3:29])([CH3:28])[CH3:27])=[O:24]. Given the product [C:26]([O:25][C:23]([N:8]([CH2:9][C:10]1[CH:11]=[C:12]([O:17][CH3:18])[CH:13]=[CH:14][C:15]=1[Br:16])[CH2:7][C:6]1[CH:19]=[CH:20][C:3]([C:2]([F:1])([F:21])[F:22])=[CH:4][CH:5]=1)=[O:24])([CH3:29])([CH3:28])[CH3:27], predict the reactants needed to synthesize it.